From a dataset of Forward reaction prediction with 1.9M reactions from USPTO patents (1976-2016). Predict the product of the given reaction. (1) Given the reactants [F:1][C:2]1[CH:3]=[C:4]([CH:18]([OH:20])[CH3:19])[CH:5]=[C:6]([F:17])[C:7]=1[B:8]1[O:12][C:11]([CH3:14])([CH3:13])[C:10]([CH3:16])([CH3:15])[O:9]1.CO.FC1C=C([C:31]2(O)CC[O:33][CH2:32]2)C=C(F)C=1, predict the reaction product. The product is: [F:17][C:6]1[CH:5]=[C:4]([C:18]2([OH:20])[CH2:31][CH2:32][O:33][CH2:19]2)[CH:3]=[C:2]([F:1])[C:7]=1[B:8]1[O:12][C:11]([CH3:13])([CH3:14])[C:10]([CH3:15])([CH3:16])[O:9]1. (2) Given the reactants Cl.[C:2]([O:6][C:7](=[O:11])[CH2:8][CH2:9][NH2:10])([CH3:5])([CH3:4])[CH3:3].C(N(CC)CC)C.[C:19]([O:23][C:24]([CH3:27])([CH3:26])[CH3:25])(=[O:22])[CH:20]=[CH2:21], predict the reaction product. The product is: [C:2]([O:6][C:7](=[O:11])[CH2:8][CH2:9][NH:10][CH2:21][CH2:20][C:19]([O:23][C:24]([CH3:27])([CH3:26])[CH3:25])=[O:22])([CH3:5])([CH3:4])[CH3:3]. (3) Given the reactants [F:1][C:2]1[CH:7]=[CH:6][C:5]([C:8]2[N:12]=[N:11][N:10]([CH3:13])[C:9]=2[CH2:14][OH:15])=[CH:4][CH:3]=1.O[C:17]1[N:22]=[CH:21][C:20]2[C:23](=[O:29])[N:24]([CH:26]([CH3:28])[CH3:27])[CH2:25][C:19]=2[CH:18]=1.C1(P(C2C=CC=CC=2)C2C=CC=CC=2)C=CC=CC=1.N(C(OCC)=O)=NC(OCC)=O, predict the reaction product. The product is: [F:1][C:2]1[CH:3]=[CH:4][C:5]([C:8]2[N:12]=[N:11][N:10]([CH3:13])[C:9]=2[CH2:14][O:15][C:17]2[N:22]=[CH:21][C:20]3[C:23](=[O:29])[N:24]([CH:26]([CH3:27])[CH3:28])[CH2:25][C:19]=3[CH:18]=2)=[CH:6][CH:7]=1. (4) Given the reactants [F:1][C:2]1[CH:7]=[CH:6][C:5]([CH:8]2[CH2:14][CH:13]=[CH:12][CH2:11][N:10]3[N:15]=[C:16]([NH:18][C:19]4[CH:24]=[CH:23][C:22]([N:25]5[CH:29]=[N:28][C:27]([CH3:30])=[N:26]5)=[C:21]([O:31][CH3:32])[CH:20]=4)[N:17]=[C:9]23)=[CH:4][CH:3]=1.CO, predict the reaction product. The product is: [F:1][C:2]1[CH:7]=[CH:6][C:5]([C@H:8]2[CH2:14][CH:13]=[CH:12][CH2:11][N:10]3[N:15]=[C:16]([NH:18][C:19]4[CH:24]=[CH:23][C:22]([N:25]5[CH:29]=[N:28][C:27]([CH3:30])=[N:26]5)=[C:21]([O:31][CH3:32])[CH:20]=4)[N:17]=[C:9]23)=[CH:4][CH:3]=1. (5) Given the reactants [Cl:1][C:2]1[CH:7]=[CH:6][C:5]([CH2:8]Cl)=[CH:4][N:3]=1.[H-].[Na+].[CH2:12]([OH:14])[CH3:13], predict the reaction product. The product is: [Cl:1][C:2]1[CH:7]=[CH:6][C:5]([CH2:8][O:14][CH2:12][CH3:13])=[CH:4][N:3]=1.